Predict the product of the given reaction. From a dataset of Forward reaction prediction with 1.9M reactions from USPTO patents (1976-2016). (1) Given the reactants [CH2:1]([C@@:4]1([C:27]2[CH:32]=[CH:31][C:30]([F:33])=[CH:29][CH:28]=2)[O:9][C:8](=[O:10])[N:7]([C@H:11]([C:13]2[CH:18]=[CH:17][C:16]([C:19]3[CH:24]=[CH:23][C:22](=[O:25])[N:21]([CH3:26])[CH:20]=3)=[CH:15][CH:14]=2)[CH3:12])[CH2:6][CH2:5]1)[CH:2]=C.C1C[O:37]CC1.O, predict the reaction product. The product is: [F:33][C:30]1[CH:31]=[CH:32][C:27]([C@:4]2([CH2:1][CH2:2][OH:37])[O:9][C:8](=[O:10])[N:7]([C@H:11]([C:13]3[CH:14]=[CH:15][C:16]([C:19]4[CH:24]=[CH:23][C:22](=[O:25])[N:21]([CH3:26])[CH:20]=4)=[CH:17][CH:18]=3)[CH3:12])[CH2:6][CH2:5]2)=[CH:28][CH:29]=1. (2) Given the reactants Cl.[CH2:2]([C:4]1[S:24][C:7]2[N:8]=[C:9]([S:18][CH2:19][C:20]([O:22][CH3:23])=[O:21])[N:10]=[C:11]([N:12]3[CH2:17][CH2:16][NH:15][CH2:14][CH2:13]3)[C:6]=2[CH:5]=1)[CH3:3].C(N(C(C)C)CC)(C)C.[CH2:34]([O:37][C:38]1[CH:46]=[CH:45][C:41]([C:42](O)=[O:43])=[CH:40][CH:39]=1)[CH2:35][CH3:36].CN(C(ON1N=NC2C=CC=NC1=2)=[N+](C)C)C.F[P-](F)(F)(F)(F)F, predict the reaction product. The product is: [CH2:2]([C:4]1[S:24][C:7]2[N:8]=[C:9]([S:18][CH2:19][C:20]([O:22][CH3:23])=[O:21])[N:10]=[C:11]([N:12]3[CH2:17][CH2:16][N:15]([C:42](=[O:43])[C:41]4[CH:40]=[CH:39][C:38]([O:37][CH2:34][CH2:35][CH3:36])=[CH:46][CH:45]=4)[CH2:14][CH2:13]3)[C:6]=2[CH:5]=1)[CH3:3]. (3) The product is: [C:10]([O:14][N:15]=[C:16]([CH2:18][O:6][CH2:5][CH2:4][CH2:3][CH2:2][CH2:1][OH:7])[CH3:17])([CH3:13])([CH3:12])[CH3:11]. Given the reactants [CH2:1]([OH:7])[CH2:2][CH2:3][CH2:4][CH2:5][OH:6].[OH-].[Na+].[C:10]([O:14][N:15]=[C:16]([CH2:18]Cl)[CH3:17])([CH3:13])([CH3:12])[CH3:11].Cl, predict the reaction product.